This data is from Catalyst prediction with 721,799 reactions and 888 catalyst types from USPTO. The task is: Predict which catalyst facilitates the given reaction. Reactant: C([O:4][C@H:5]1[O:22][C@H:21]([CH2:23][O:24][C:25](=[O:27])[CH3:26])[C@@H:16]([O:17][C:18](=[O:20])[CH3:19])[C@H:11]([O:12][C:13](=[O:15])[CH3:14])[C@H:6]1[O:7][C:8](=[O:10])[CH3:9])(=O)C.C(O)(=O)C.NN. Product: [C:8]([O:7][C@@H:6]1[C@@H:11]([O:12][C:13](=[O:15])[CH3:14])[C@H:16]([O:17][C:18](=[O:20])[CH3:19])[C@@H:21]([CH2:23][O:24][C:25](=[O:27])[CH3:26])[O:22][C@@H:5]1[OH:4])(=[O:10])[CH3:9]. The catalyst class is: 3.